Dataset: Forward reaction prediction with 1.9M reactions from USPTO patents (1976-2016). Task: Predict the product of the given reaction. (1) Given the reactants [CH3:1][N:2]([C:20]([C:22]1[CH:27]=[CH:26][CH:25]=[CH:24][CH:23]=1)=[S:21])[NH:3][C:4](=[O:19])[CH2:5][C:6]([NH:8][N:9]([CH3:18])[C:10]([C:12]1[CH:17]=[CH:16][CH:15]=[CH:14][CH:13]=1)=[S:11])=[O:7].[C:28](Cl)(=[O:30])[CH3:29], predict the reaction product. The product is: [C:28]([N:8]([C:6](=[O:7])[CH2:5][C:4]([NH:3][N:2]([CH3:1])[C:20]([C:22]1[CH:23]=[CH:24][CH:25]=[CH:26][CH:27]=1)=[S:21])=[O:19])[N:9]([CH3:18])[C:10]([C:12]1[CH:17]=[CH:16][CH:15]=[CH:14][CH:13]=1)=[S:11])(=[O:30])[CH3:29]. (2) Given the reactants [CH3:1][NH:2][S:3]([C:6]1[CH:7]=[C:8]2[C:12](=[CH:13][CH:14]=1)[NH:11][C:10](=[O:15])[CH2:9]2)(=[O:5])=[O:4].[CH2:16]([O:18][C:19]([C:21]1[C:25]([CH2:26][CH2:27][CH2:28][N:29]2[CH2:34][CH2:33][O:32][CH2:31][CH2:30]2)=[C:24]([CH:35]=O)[NH:23][C:22]=1[CH3:37])=[O:20])[CH3:17], predict the reaction product. The product is: [CH2:16]([O:18][C:19]([C:21]1[C:25]([CH2:26][CH2:27][CH2:28][N:29]2[CH2:34][CH2:33][O:32][CH2:31][CH2:30]2)=[C:24]([CH:35]=[C:9]2[C:8]3[C:12](=[CH:13][CH:14]=[C:6]([S:3](=[O:5])(=[O:4])[NH:2][CH3:1])[CH:7]=3)[NH:11][C:10]2=[O:15])[NH:23][C:22]=1[CH3:37])=[O:20])[CH3:17]. (3) Given the reactants [F:1][C:2]([F:20])([F:19])[C:3]1[CH:8]=[CH:7][C:6]([C@@H:9]2[C:18]3[C:13](=[CH:14][CH:15]=[CH:16][CH:17]=3)[CH2:12][CH2:11][NH:10]2)=[CH:5][CH:4]=1.[N:21]1[CH:26]=[CH:25][C:24]([NH:27][C:28](=O)[O:29]C2C=CC([N+]([O-])=O)=CC=2)=[CH:23][CH:22]=1, predict the reaction product. The product is: [N:21]1[CH:26]=[CH:25][C:24]([NH:27][C:28]([N:10]2[CH2:11][CH2:12][C:13]3[C:18](=[CH:17][CH:16]=[CH:15][CH:14]=3)[C@H:9]2[C:6]2[CH:5]=[CH:4][C:3]([C:2]([F:1])([F:19])[F:20])=[CH:8][CH:7]=2)=[O:29])=[CH:23][CH:22]=1. (4) Given the reactants I.[Cl:2][C:3]1[CH:12]=[CH:11][CH:10]=[C:9]2[C:4]=1[CH:5]([CH3:15])[NH:6][C:7](SC)=[N:8]2.[OH-].[NH4+:17], predict the reaction product. The product is: [Cl:2][C:3]1[CH:12]=[CH:11][CH:10]=[C:9]2[C:4]=1[CH:5]([CH3:15])[NH:6][C:7]([NH2:17])=[N:8]2. (5) Given the reactants [CH2:1]([O:11][C:12]1[CH:13]=[C:14]([OH:29])[CH:15]=[C:16]([O:18][CH2:19][CH2:20][CH2:21][CH2:22][CH2:23][CH2:24][CH2:25][CH2:26][CH2:27][CH3:28])[CH:17]=1)[CH2:2][CH2:3][CH2:4][CH2:5][CH2:6][CH2:7][CH2:8][CH2:9][CH3:10].[Br:30][CH2:31][CH2:32][CH2:33][CH2:34][CH2:35][CH2:36]Br.C([O-])([O-])=O.[K+].[K+], predict the reaction product. The product is: [Br:30][CH2:31][CH2:32][CH2:33][CH2:34][CH2:35][CH2:36][O:29][C:14]1[CH:13]=[C:12]([O:11][CH2:1][CH2:2][CH2:3][CH2:4][CH2:5][CH2:6][CH2:7][CH2:8][CH2:9][CH3:10])[CH:17]=[C:16]([O:18][CH2:19][CH2:20][CH2:21][CH2:22][CH2:23][CH2:24][CH2:25][CH2:26][CH2:27][CH3:28])[CH:15]=1. (6) Given the reactants O.O.O.O.O.S(O)(O)(=O)=O.[CH:11]1[C:27]2[CH2:26][C@H:25]3[N:28]([CH2:30][CH2:31][C@@:17]45[C@H:24]3[CH:23]=[CH:22][C@H:20]([OH:21])[C@@H:18]4[O:19][C:15]([C:16]=25)=[C:13]([OH:14])[CH:12]=1)[CH3:29].C(O)[C@H]([C@H]([C@@H]([C@@H](CO)O)O)O)O, predict the reaction product. The product is: [CH:11]1[C:27]2[CH2:26][C@H:25]3[N:28]([CH2:30][CH2:31][C@@:17]45[C@H:24]3[CH:23]=[CH:22][C@H:20]([OH:21])[C@@H:18]4[O:19][C:15]([C:16]=25)=[C:13]([OH:14])[CH:12]=1)[CH3:29].